This data is from Reaction yield outcomes from USPTO patents with 853,638 reactions. The task is: Predict the reaction yield, written as a fraction of the theoretical maximum amount of product (1.0 means a 100% yield; for example, 0.34 means a 34% yield). (1) The reactants are C(OC([NH:8][CH2:9][C@H:10]([N:15]1[CH2:20][CH2:19][N:18]([CH2:21][CH3:22])[CH2:17][CH2:16]1)[C:11]([O:13][CH3:14])=[O:12])=O)(C)(C)C.[ClH:23]. The catalyst is CO. The product is [ClH:23].[ClH:23].[ClH:23].[NH2:8][CH2:9][C@H:10]([N:15]1[CH2:16][CH2:17][N:18]([CH2:21][CH3:22])[CH2:19][CH2:20]1)[C:11]([O:13][CH3:14])=[O:12]. The yield is 0.540. (2) The reactants are [F:1][C:2]1[C:7]([CH3:8])=[CH:6][CH:5]=[CH:4][C:3]=1[C@:9]1([CH2:28][F:29])[CH2:14][C@@H:13]([C:15]([F:18])([F:17])[F:16])[O:12][C:11]([NH:19]C(=O)C2C=CC=CC=2)=[N:10]1. The catalyst is CO. The product is [F:1][C:2]1[C:7]([CH3:8])=[CH:6][CH:5]=[CH:4][C:3]=1[C@:9]1([CH2:28][F:29])[CH2:14][C@@H:13]([C:15]([F:17])([F:18])[F:16])[O:12][C:11]([NH2:19])=[N:10]1. The yield is 0.890.